From a dataset of Catalyst prediction with 721,799 reactions and 888 catalyst types from USPTO. Predict which catalyst facilitates the given reaction. (1) Reactant: [Br:1][C:2]1[C:11]2[S:12][C:13]([CH2:16]Br)=[C:14]([CH3:15])[C:10]=2[C:9]([C:18]2[CH:23]=[C:22]([CH3:24])[C:21]([O:25][C:26](=[O:28])[CH3:27])=[C:20]([CH3:29])[CH:19]=2)=[C:8]2[C:3]=1[CH:4]=[CH:5][CH:6]=[CH:7]2.[CH2:30]([NH:32][CH2:33][CH3:34])[CH3:31].C(=O)([O-])[O-].[K+].[K+].CN(C)C=O. Product: [Br:1][C:2]1[C:11]2[S:12][C:13]([CH2:16][N:32]([CH2:33][CH3:34])[CH2:30][CH3:31])=[C:14]([CH3:15])[C:10]=2[C:9]([C:18]2[CH:19]=[C:20]([CH3:29])[C:21]([O:25][C:26](=[O:28])[CH3:27])=[C:22]([CH3:24])[CH:23]=2)=[C:8]2[C:3]=1[CH:4]=[CH:5][CH:6]=[CH:7]2. The catalyst class is: 6. (2) Reactant: [NH2:1][C:2]1[CH:18]=[C:17]([F:19])[CH:16]=[CH:15][C:3]=1[C:4]([NH:6][C:7]1[CH:12]=[CH:11][CH:10]=[C:9]([Br:13])[C:8]=1[CH3:14])=[O:5].Cl[C:21](Cl)([O:23]C(=O)OC(Cl)(Cl)Cl)Cl.C([O-])(O)=O.[Na+]. Product: [Br:13][C:9]1[C:8]([CH3:14])=[C:7]([N:6]2[C:4](=[O:5])[C:3]3[C:2](=[CH:18][C:17]([F:19])=[CH:16][CH:15]=3)[NH:1][C:21]2=[O:23])[CH:12]=[CH:11][CH:10]=1. The catalyst class is: 1. (3) Reactant: [CH2:1]([NH:5][C:6]1[CH:11]=[CH:10][C:9]([CH2:12][C:13]([N:15]2[CH2:20][CH2:19][N:18]([C:21]3[N:28]=[CH:27][CH:26]=[CH:25][C:22]=3[C:23]#[N:24])[CH2:17][CH2:16]2)=[O:14])=[CH:8][CH:7]=1)[CH2:2][CH2:3][CH3:4].[H-].[Na+].I[CH3:32]. Product: [CH2:1]([N:5]([CH3:32])[C:6]1[CH:7]=[CH:8][C:9]([CH2:12][C:13]([N:15]2[CH2:16][CH2:17][N:18]([C:21]3[N:28]=[CH:27][CH:26]=[CH:25][C:22]=3[C:23]#[N:24])[CH2:19][CH2:20]2)=[O:14])=[CH:10][CH:11]=1)[CH2:2][CH2:3][CH3:4]. The catalyst class is: 9. (4) Reactant: [OH:1][C:2]1[CH:3]=[C:4]([CH:9]=[CH:10][C:11]=1[CH2:12][N:13]1[CH2:18][CH2:17][O:16][CH2:15][CH2:14]1)[C:5]([O:7][CH3:8])=[O:6].[CH3:19][S:20](Cl)(=[O:22])=[O:21]. Product: [CH3:19][S:20]([O:1][C:2]1[CH:3]=[C:4]([CH:9]=[CH:10][C:11]=1[CH2:12][N:13]1[CH2:14][CH2:15][O:16][CH2:17][CH2:18]1)[C:5]([O:7][CH3:8])=[O:6])(=[O:22])=[O:21]. The catalyst class is: 2.